From a dataset of Peptide-MHC class I binding affinity with 185,985 pairs from IEDB/IMGT. Regression. Given a peptide amino acid sequence and an MHC pseudo amino acid sequence, predict their binding affinity value. This is MHC class I binding data. The peptide sequence is NRSGSQQWR. The MHC is HLA-A03:01 with pseudo-sequence HLA-A03:01. The binding affinity (normalized) is 0.